This data is from Catalyst prediction with 721,799 reactions and 888 catalyst types from USPTO. The task is: Predict which catalyst facilitates the given reaction. (1) Product: [ClH:36].[NH2:35]/[C:18](/[NH:17][CH2:16][C:13]1([OH:15])[CH2:14][N:11]([C:9]([C:4]2[CH:5]=[CH:6][C:7]([F:8])=[C:2]([F:1])[C:3]=2[NH:25][C:26]2[CH:31]=[CH:30][C:29]([I:32])=[CH:28][C:27]=2[F:33])=[O:10])[CH2:12]1)=[CH:19]\[N+:20]([O-:22])=[O:21]. Reactant: [F:1][C:2]1[C:3]([NH:25][C:26]2[CH:31]=[CH:30][C:29]([I:32])=[CH:28][C:27]=2[F:33])=[C:4]([C:9]([N:11]2[CH2:14][C:13]([CH2:16][NH:17]/[C:18](/SC)=[CH:19]/[N+:20]([O-:22])=[O:21])([OH:15])[CH2:12]2)=[O:10])[CH:5]=[CH:6][C:7]=1[F:8].[OH-].[NH4+:35].[ClH:36].O1CCOCC1. The catalyst class is: 357. (2) Reactant: [F:1][C:2]([F:18])([F:17])[CH2:3][CH:4]([NH:6][CH2:7][C:8]1[CH:13]=[CH:12][CH:11]=[C:10]([N+:14]([O-:16])=[O:15])[CH:9]=1)[CH3:5].[C:19](O[C:19]([O:21][C:22]([CH3:25])([CH3:24])[CH3:23])=[O:20])([O:21][C:22]([CH3:25])([CH3:24])[CH3:23])=[O:20].C(N(CC)CC)C. Product: [C:22]([O:21][C:19](=[O:20])[N:6]([CH:4]([CH3:5])[CH2:3][C:2]([F:17])([F:18])[F:1])[CH2:7][C:8]1[CH:13]=[CH:12][CH:11]=[C:10]([N+:14]([O-:16])=[O:15])[CH:9]=1)([CH3:25])([CH3:24])[CH3:23]. The catalyst class is: 4. (3) Reactant: COC(=O)C1C=C([C:10]2[O:11][C:12]([CH:15]=[O:16])=[CH:13][CH:14]=2)C=CC=1O.C([Li])CCC.CC1CCNCC1.O1C=CC=C1C=O.[Sn:38](Cl)([CH3:41])([CH3:40])[CH3:39]. Product: [CH3:39][Sn:38]([CH3:41])([CH3:40])[C:10]1[O:11][C:12]([CH:15]=[O:16])=[CH:13][CH:14]=1. The catalyst class is: 7.